Dataset: Full USPTO retrosynthesis dataset with 1.9M reactions from patents (1976-2016). Task: Predict the reactants needed to synthesize the given product. (1) The reactants are: [O:1]=[C:2]1[C@H:9]2[C@H:4]([CH2:5][CH2:6][CH2:7][CH2:8]2)[N:3]1[C:10]([O:12][C:13]([CH3:16])([CH3:15])[CH3:14])=[O:11].[NH3:17]. Given the product [C:2]([C@H:9]1[CH2:8][CH2:7][CH2:6][CH2:5][C@H:4]1[NH:3][C:10](=[O:11])[O:12][C:13]([CH3:16])([CH3:15])[CH3:14])(=[O:1])[NH2:17], predict the reactants needed to synthesize it. (2) Given the product [CH3:12][S:11][C:8]1[CH:9]=[CH:10][C:5]([C:3]2[CH2:2][O:21][C:20](=[O:22])[C:19]=2[C:13]2[CH:18]=[CH:17][CH:16]=[CH:15][CH:14]=2)=[CH:6][CH:7]=1, predict the reactants needed to synthesize it. The reactants are: Br[CH2:2][C:3]([C:5]1[CH:10]=[CH:9][C:8]([S:11][CH3:12])=[CH:7][CH:6]=1)=O.[C:13]1([CH2:19][C:20]([OH:22])=[O:21])[CH:18]=[CH:17][CH:16]=[CH:15][CH:14]=1.C1OCCOCCOCCOCCOCCOC1.C(=O)([O-])[O-].[K+].[K+].